Dataset: Experimentally validated miRNA-target interactions with 360,000+ pairs, plus equal number of negative samples. Task: Binary Classification. Given a miRNA mature sequence and a target amino acid sequence, predict their likelihood of interaction. The protein sequence of the target gene is MAPRKRGGRGISFIFCCFRNNDHPEITYRLRNDSNFALQTMEPALPMPPVEELDVMFSELVDELDLTDKHREAMFALPAEKKWQIYCSKKKDQEENKGATSWPEFYIDQLNSMAARKSLLALEKEEEEERSKTIESLKTALRTKPMRFVTRFIDLDGLSCILNFLKTMDYETSESRIHTSLIGCIKALMNNSQGRAHVLAHSESINVIAQSLSTENIKTKVAVLEILGAVCLVPGGHKKVLQAMLHYQKYASERTRFQTLINDLDKSTGRYRDEVSLKTAIMSFINAVLSQGAGVESLDF.... Result: 0 (no interaction). The miRNA is hsa-miR-182-5p with sequence UUUGGCAAUGGUAGAACUCACACU.